From a dataset of Forward reaction prediction with 1.9M reactions from USPTO patents (1976-2016). Predict the product of the given reaction. (1) Given the reactants [F:1][C:2]1[CH:3]=[C:4]([CH:37]=[C:38]([F:40])[CH:39]=1)[CH2:5][NH:6][C:7](=[O:36])[CH:8]([CH3:35])[C:9]([NH:11][CH:12]([CH2:25][C:26]1[C:34]2[C:29](=[CH:30][CH:31]=[CH:32][CH:33]=2)[NH:28][CH:27]=1)[C:13]([N:15]1[CH2:24][CH2:23][C:22]2[C:17](=[CH:18][CH:19]=[CH:20][CH:21]=2)[CH2:16]1)=[O:14])=[O:10].F[C:42]1C=C(C=C(F)[CH:58]=1)CNC(=O)C(CC=C)C(O)=O, predict the reaction product. The product is: [CH2:35]([CH:8]([C:9]([NH:11][CH:12]([CH2:25][C:26]1[C:34]2[C:29](=[CH:30][CH:31]=[CH:32][CH:33]=2)[NH:28][CH:27]=1)[C:13]([N:15]1[CH2:24][CH2:23][C:22]2[C:17](=[CH:18][CH:19]=[CH:20][CH:21]=2)[CH2:16]1)=[O:14])=[O:10])[C:7]([NH:6][CH2:5][C:4]1[CH:37]=[C:38]([F:40])[CH:39]=[C:2]([F:1])[CH:3]=1)=[O:36])[CH:42]=[CH2:58]. (2) Given the reactants Cl[C:2]([O:4][CH2:5][C:6]1[CH:11]=[CH:10][CH:9]=[CH:8][CH:7]=1)=[O:3].[NH:12]1[CH2:17][CH2:16][CH:15]([C:18]([O:20][CH3:21])=[O:19])[CH2:14][CH2:13]1.CN1CCOCC1, predict the reaction product. The product is: [N:12]1([C:2]([O:4][CH2:5][C:6]2[CH:11]=[CH:10][CH:9]=[CH:8][CH:7]=2)=[O:3])[CH2:17][CH2:16][CH:15]([C:18]([O:20][CH3:21])=[O:19])[CH2:14][CH2:13]1.